Dataset: Peptide-MHC class I binding affinity with 185,985 pairs from IEDB/IMGT. Task: Regression. Given a peptide amino acid sequence and an MHC pseudo amino acid sequence, predict their binding affinity value. This is MHC class I binding data. (1) The peptide sequence is NHFEGHYQY. The MHC is Mamu-A07 with pseudo-sequence Mamu-A07. The binding affinity (normalized) is 0.517. (2) The peptide sequence is CHKGWGVSV. The MHC is HLA-A69:01 with pseudo-sequence HLA-A69:01. The binding affinity (normalized) is 0.0847. (3) The peptide sequence is ALAKAAAAR. The MHC is HLA-A02:05 with pseudo-sequence HLA-A02:05. The binding affinity (normalized) is 0.149. (4) The peptide sequence is LSDDSGLMV. The MHC is HLA-A30:01 with pseudo-sequence HLA-A30:01. The binding affinity (normalized) is 0.0847. (5) The peptide sequence is PPSGKGGNY. The MHC is HLA-A11:01 with pseudo-sequence HLA-A11:01. The binding affinity (normalized) is 0.0847. (6) The peptide sequence is KRWAFRTGV. The MHC is HLA-A26:02 with pseudo-sequence HLA-A26:02. The binding affinity (normalized) is 0.0847. (7) The peptide sequence is ASDYSQGAF. The MHC is HLA-A66:01 with pseudo-sequence HLA-A66:01. The binding affinity (normalized) is 0.213. (8) The peptide sequence is QHAWPLPPL. The MHC is HLA-B57:01 with pseudo-sequence HLA-B57:01. The binding affinity (normalized) is 0.0847. (9) The peptide sequence is NQESNKYRI. The MHC is HLA-A29:02 with pseudo-sequence HLA-A29:02. The binding affinity (normalized) is 0.